From a dataset of Full USPTO retrosynthesis dataset with 1.9M reactions from patents (1976-2016). Predict the reactants needed to synthesize the given product. (1) Given the product [Cl:1][C:2]1[CH:3]=[CH:4][C:5]([C:6]([NH:8][CH:9]([CH2:13][C:14]2[C:23]3[C:18](=[CH:19][CH:20]=[CH:21][CH:22]=3)[NH:17][C:16](=[O:24])[CH:15]=2)[C:10]([S:11][CH2:27][C:28]2[CH:35]=[CH:34][CH:33]=[CH:32][C:29]=2[CH3:30])=[O:12])=[O:7])=[CH:25][CH:26]=1, predict the reactants needed to synthesize it. The reactants are: [Cl:1][C:2]1[CH:26]=[CH:25][C:5]([C:6]([NH:8][CH:9]([CH2:13][C:14]2[C:23]3[C:18](=[CH:19][CH:20]=[CH:21][CH:22]=3)[NH:17][C:16](=[O:24])[CH:15]=2)[C:10]([OH:12])=[S:11])=[O:7])=[CH:4][CH:3]=1.[CH3:27][C:28]1[CH:35]=[CH:34][CH:33]=[CH:32][C:29]=1[CH2:30]Br. (2) Given the product [C:1]([O:5][C:6]([N:8]1[CH2:12][C@@H:11]([CH2:13][NH:25][CH:22]([CH3:24])[CH3:23])[C@H:10]([CH2:15][C:16]2[CH:21]=[CH:20][CH:19]=[CH:18][CH:17]=2)[CH2:9]1)=[O:7])([CH3:4])([CH3:3])[CH3:2], predict the reactants needed to synthesize it. The reactants are: [C:1]([O:5][C:6]([N:8]1[CH2:12][C@@H:11]([CH:13]=O)[C@H:10]([CH2:15][C:16]2[CH:21]=[CH:20][CH:19]=[CH:18][CH:17]=2)[CH2:9]1)=[O:7])([CH3:4])([CH3:3])[CH3:2].[CH:22]([NH2:25])([CH3:24])[CH3:23]. (3) Given the product [Cl:26][C:23]1[CH:24]=[CH:25][C:20]([CH2:19][C:18](=[O:27])[CH2:17][C@H:13]([CH2:14][CH:15]=[CH2:16])[C:12]([N:11]([CH3:29])[CH2:10][C@H:9]([NH:8][C:1](=[O:7])[CH2:2][CH2:3][CH:4]=[CH2:5])[C:30]2[CH:31]=[CH:32][CH:33]=[CH:34][CH:35]=2)=[O:28])=[CH:21][CH:22]=1, predict the reactants needed to synthesize it. The reactants are: [C:1]([OH:7])(=O)[CH2:2][CH2:3][CH:4]=[CH2:5].[NH2:8][C@H:9]([C:30]1[CH:35]=[CH:34][CH:33]=[CH:32][CH:31]=1)[CH2:10][N:11]([CH3:29])[C:12](=[O:28])[C@H:13]([CH2:17][C:18](=[O:27])[CH2:19][C:20]1[CH:25]=[CH:24][C:23]([Cl:26])=[CH:22][CH:21]=1)[CH2:14][CH:15]=[CH2:16]. (4) Given the product [Cl:24][C:18]1[CH:19]=[C:20]([Cl:23])[CH:21]=[CH:22][C:17]=1[C:15]1[C:14]([C:25]([O:27][CH3:28])=[O:26])=[C:13]([CH3:29])[N:12]=[C:11]([N:30]2[CH2:35][CH2:34][S:33][CH2:32][CH2:31]2)[N:16]=1, predict the reactants needed to synthesize it. The reactants are: C(S([C:11]1[N:16]=[C:15]([C:17]2[CH:22]=[CH:21][C:20]([Cl:23])=[CH:19][C:18]=2[Cl:24])[C:14]([C:25]([O:27][CH3:28])=[O:26])=[C:13]([CH3:29])[N:12]=1)(=O)=O)C1C=CC=CC=1.[NH:30]1[CH2:35][CH2:34][S:33][CH2:32][CH2:31]1.